From a dataset of hERG Central: cardiac toxicity at 1µM, 10µM, and general inhibition. Predict hERG channel inhibition at various concentrations. (1) The compound is Cc1ccc(C(=O)N/C(=C\c2cccs2)C(=O)NCc2ccncc2)cc1. Results: hERG_inhib (hERG inhibition (general)): blocker. (2) The drug is COC(=O)/C=C1\SC(=NC(=O)c2cccc(Cl)c2)NC1=O. Results: hERG_inhib (hERG inhibition (general)): blocker. (3) The compound is OCCC1CN(Cc2cnc(-c3ccccc3)s2)CCN1C1CCCCC1. Results: hERG_inhib (hERG inhibition (general)): blocker.